From a dataset of Forward reaction prediction with 1.9M reactions from USPTO patents (1976-2016). Predict the product of the given reaction. Given the reactants [H-].[Na+].[Cl:3][C:4]1[CH:5]=[C:6]([CH:11]([OH:13])[CH3:12])[CH:7]=[CH:8][C:9]=1[Cl:10].[F:14][C:15]1[CH:22]=[CH:21][CH:20]=[C:19](F)[C:16]=1[C:17]#[N:18], predict the reaction product. The product is: [Cl:3][C:4]1[CH:5]=[C:6]([CH:11]([O:13][C:19]2[CH:20]=[CH:21][CH:22]=[C:15]([F:14])[C:16]=2[C:17]#[N:18])[CH3:12])[CH:7]=[CH:8][C:9]=1[Cl:10].